This data is from Catalyst prediction with 721,799 reactions and 888 catalyst types from USPTO. The task is: Predict which catalyst facilitates the given reaction. (1) The catalyst class is: 5. Reactant: [CH:1]1([N:4]2[C:8](=[O:9])[N:7]([CH2:10][C:11]([O:13]C)=[O:12])[N:6]=[C:5]2[C:15]2[CH:20]=[CH:19][CH:18]=[CH:17][C:16]=2[O:21][C:22]([F:25])([F:24])[F:23])[CH2:3][CH2:2]1.[OH-].[Li+]. Product: [CH:1]1([N:4]2[C:8](=[O:9])[N:7]([CH2:10][C:11]([OH:13])=[O:12])[N:6]=[C:5]2[C:15]2[CH:20]=[CH:19][CH:18]=[CH:17][C:16]=2[O:21][C:22]([F:24])([F:25])[F:23])[CH2:3][CH2:2]1. (2) Reactant: N(C(OCC)=O)=NC(OCC)=O.[CH2:13]([O:20][C:21]1[CH:26]=[CH:25][C:24]([CH2:27][CH:28]([OH:34])[C:29]([O:31][CH2:32][CH3:33])=[O:30])=[CH:23][CH:22]=1)[C:14]1[CH:19]=[CH:18][CH:17]=[CH:16][CH:15]=1.[F:35][C:36]1[CH:41]=[CH:40][C:39](O)=[CH:38][CH:37]=1.C1(P(C2C=CC=CC=2)C2C=CC=CC=2)C=CC=CC=1. Product: [CH2:13]([O:20][C:21]1[CH:26]=[CH:25][C:24]([CH2:27][CH:28]([O:34][C:39]2[CH:40]=[CH:41][C:36]([F:35])=[CH:37][CH:38]=2)[C:29]([O:31][CH2:32][CH3:33])=[O:30])=[CH:23][CH:22]=1)[C:14]1[CH:19]=[CH:18][CH:17]=[CH:16][CH:15]=1. The catalyst class is: 11. (3) Reactant: C(OC([N:8]1[C:21]2[C:13](=[CH:14][C:15]3[CH2:16][O:17][CH2:18][C:19]=3[CH:20]=2)[C@@H:12]([N:22]([CH2:41][C:42]2[CH:47]=[C:46]([C:48]([F:51])([F:50])[F:49])[CH:45]=[C:44]([C:52]([F:55])([F:54])[F:53])[CH:43]=2)[C:23]2[N:24]=[N:25][N:26]([CH2:28][CH2:29][N:30]3[C:38](=[O:39])[C:37]4[C:32](=[CH:33][CH:34]=[CH:35][CH:36]=4)[C:31]3=[O:40])[N:27]=2)[CH2:11][CH2:10][CH2:9]1)=O)(C)(C)C.FC(F)(F)C(O)=O. Product: [F:50][C:48]([F:49])([F:51])[C:46]1[CH:47]=[C:42]([CH:43]=[C:44]([C:52]([F:53])([F:54])[F:55])[CH:45]=1)[CH2:41][N:22]([C@@H:12]1[C:13]2=[CH:14][C:15]3[CH2:16][O:17][CH2:18][C:19]=3[CH:20]=[C:21]2[NH:8][CH2:9][CH2:10][CH2:11]1)[C:23]1[N:24]=[N:25][N:26]([CH2:28][CH2:29][N:30]2[C:31](=[O:40])[C:32]3[C:37](=[CH:36][CH:35]=[CH:34][CH:33]=3)[C:38]2=[O:39])[N:27]=1. The catalyst class is: 46. (4) Reactant: [Cl:1][C:2]1[N:7]=[CH:6][NH:5][C:4]2=[N:8][CH:9]=[CH:10][C:3]=12.[I:11]N1C(=O)CCC1=O.S([O-])([O-])(=O)=S.[Na+].[Na+]. Product: [Cl:1][C:2]1[N:7]=[CH:6][NH:5][C:4]2=[N:8][CH:9]=[C:10]([I:11])[C:3]=12. The catalyst class is: 3. (5) Reactant: [C:1]([O:5][C:6](=[O:24])[CH2:7][CH:8]1[CH2:13][CH2:12][CH:11]([C:14]2[CH:23]=[CH:22][C:17]([C:18]([O:20]C)=[O:19])=[CH:16][CH:15]=2)[CH2:10][CH2:9]1)([CH3:4])([CH3:3])[CH3:2].C1COCC1.[OH-].[Na+]. Product: [C:1]([O:5][C:6](=[O:24])[CH2:7][CH:8]1[CH2:9][CH2:10][CH:11]([C:14]2[CH:15]=[CH:16][C:17]([C:18]([OH:20])=[O:19])=[CH:22][CH:23]=2)[CH2:12][CH2:13]1)([CH3:4])([CH3:2])[CH3:3]. The catalyst class is: 5. (6) Reactant: [CH3:1][O:2][C:3](=[O:8])[CH2:4][C:5]([CH3:7])=[O:6].C(=O)([O-])[O-].[K+].[K+].Br[CH:16](Br)[CH3:17]. Product: [CH3:1][O:2][C:3]([C:4]1([C:5](=[O:6])[CH3:7])[CH2:17][CH2:16]1)=[O:8]. The catalyst class is: 372. (7) Reactant: [N+:1]([C:4]1[CH:12]=[C:11]([C:13]2[C:18]([C:19]([F:22])([F:21])[F:20])=[CH:17][CH:16]=[CH:15][N:14]=2)[CH:10]=[CH:9][C:5]=1[C:6]([NH2:8])=[O:7])([O-])=O. Product: [NH2:1][C:4]1[CH:12]=[C:11]([C:13]2[C:18]([C:19]([F:22])([F:20])[F:21])=[CH:17][CH:16]=[CH:15][N:14]=2)[CH:10]=[CH:9][C:5]=1[C:6]([NH2:8])=[O:7]. The catalyst class is: 50.